From a dataset of NCI-60 drug combinations with 297,098 pairs across 59 cell lines. Regression. Given two drug SMILES strings and cell line genomic features, predict the synergy score measuring deviation from expected non-interaction effect. Drug 1: C1CN1P(=S)(N2CC2)N3CC3. Drug 2: CC12CCC3C(C1CCC2O)C(CC4=C3C=CC(=C4)O)CCCCCCCCCS(=O)CCCC(C(F)(F)F)(F)F. Cell line: MALME-3M. Synergy scores: CSS=-0.814, Synergy_ZIP=-0.0115, Synergy_Bliss=0.185, Synergy_Loewe=-3.09, Synergy_HSA=-2.01.